The task is: Predict the reaction yield, written as a fraction of the theoretical maximum amount of product (1.0 means a 100% yield; for example, 0.34 means a 34% yield).. This data is from Reaction yield outcomes from USPTO patents with 853,638 reactions. (1) The reactants are [N:1]12[CH2:8][CH2:7][CH:4]([CH2:5][CH2:6]1)[C@@H:3]([O:9][C:10]1[CH:23]=[CH:22][C:13]([O:14][C:15]3[CH:20]=[CH:19][C:18]([OH:21])=[CH:17][CH:16]=3)=[CH:12][CH:11]=1)[CH2:2]2.CO.[C:26]([OH:33])(=[O:32])/[CH:27]=[CH:28]/[C:29]([OH:31])=[O:30]. The catalyst is C(OCC)(=O)C. The product is [C:26]([OH:33])(=[O:32])/[CH:27]=[CH:28]/[C:29]([OH:31])=[O:30].[N:1]12[CH2:8][CH2:7][CH:4]([CH2:5][CH2:6]1)[C@@H:3]([O:9][C:10]1[CH:11]=[CH:12][C:13]([O:14][C:15]3[CH:20]=[CH:19][C:18]([OH:21])=[CH:17][CH:16]=3)=[CH:22][CH:23]=1)[CH2:2]2. The yield is 0.620. (2) The catalyst is CC(C)=O. The reactants are Cl.O1[C:6]2([CH2:11][CH2:10][CH:9]([O:12][CH2:13][C:14]3[C:15]([C:22]4[C:27]([Cl:28])=[CH:26][CH:25]=[CH:24][C:23]=4[Cl:29])=[N:16][O:17][C:18]=3[CH:19]3[CH2:21][CH2:20]3)[CH2:8][CH2:7]2)[O:5]CC1.C([O-])(O)=O.[Na+]. The product is [CH:19]1([C:18]2[O:17][N:16]=[C:15]([C:22]3[C:23]([Cl:29])=[CH:24][CH:25]=[CH:26][C:27]=3[Cl:28])[C:14]=2[CH2:13][O:12][CH:9]2[CH2:10][CH2:11][C:6](=[O:5])[CH2:7][CH2:8]2)[CH2:21][CH2:20]1. The yield is 0.990.